The task is: Predict which catalyst facilitates the given reaction.. This data is from Catalyst prediction with 721,799 reactions and 888 catalyst types from USPTO. (1) Product: [F:16][C:13]1[CH:14]=[CH:15][C:10]([C:8](=[O:9])[CH2:7][C:19]([C:20]2[CH:25]=[CH:24][C:23]([F:26])=[CH:22][CH:21]=2)=[O:18])=[CH:11][CH:12]=1. The catalyst class is: 1. Reactant: CC([O-])(C)C.[K+].[CH3:7][C:8]([C:10]1[CH:15]=[CH:14][C:13]([F:16])=[CH:12][CH:11]=1)=[O:9].C[O:18][C:19](=O)[C:20]1[CH:25]=[CH:24][C:23]([F:26])=[CH:22][CH:21]=1.O. (2) Reactant: [CH2:1]([N:8]([CH:12]1[CH2:17][CH2:16][NH:15][CH2:14][CH2:13]1)[C:9](=[O:11])[CH3:10])[C:2]1[CH:7]=[CH:6][CH:5]=[CH:4][CH:3]=1.Cl[C:19]1[N:24]=[CH:23][C:22]([C:25]2[NH:34][C:33](=[O:35])[C:32]3[C:27](=[CH:28][C:29]([O:38][CH3:39])=[CH:30][C:31]=3[O:36][CH3:37])[N:26]=2)=[CH:21][CH:20]=1.C([O-])([O-])=O.[K+].[K+]. Product: [CH2:1]([N:8]([CH:12]1[CH2:17][CH2:16][N:15]([C:19]2[CH:20]=[CH:21][C:22]([C:25]3[NH:34][C:33](=[O:35])[C:32]4[C:27](=[CH:28][C:29]([O:38][CH3:39])=[CH:30][C:31]=4[O:36][CH3:37])[N:26]=3)=[CH:23][N:24]=2)[CH2:14][CH2:13]1)[C:9](=[O:11])[CH3:10])[C:2]1[CH:3]=[CH:4][CH:5]=[CH:6][CH:7]=1. The catalyst class is: 3. (3) Reactant: [CH2:1]([C:3]([C:14]1[CH:19]=[CH:18][C:17](OS(C(F)(F)F)(=O)=O)=[C:16]([CH3:28])[CH:15]=1)([C:6]1[CH:11]=[CH:10][C:9]([OH:12])=[C:8]([CH3:13])[CH:7]=1)[CH2:4][CH3:5])[CH3:2].C(N(CC)CC)C.[C:36]([Si:38]([CH3:41])([CH3:40])[CH3:39])#[CH:37]. Product: [CH2:1]([C:3]([C:6]1[CH:11]=[CH:10][C:9]([OH:12])=[C:8]([CH3:13])[CH:7]=1)([C:14]1[CH:19]=[CH:18][C:17]([C:37]#[C:36][Si:38]([CH3:41])([CH3:40])[CH3:39])=[C:16]([CH3:28])[CH:15]=1)[CH2:4][CH3:5])[CH3:2]. The catalyst class is: 790. (4) Reactant: [H-].[Na+].C(OP([CH2:11][C:12]([O:14][CH2:15][CH3:16])=[O:13])(OCC)=O)C.[CH2:17]([O:21][CH2:22][CH2:23][O:24][C:25]1[CH:30]=[CH:29][C:28]([C:31]2[CH:36]=[CH:35][C:34]([N:37]3[CH2:41][CH2:40][CH2:39][CH2:38]3)=[C:33]([C:42](=O)[CH3:43])[CH:32]=2)=[CH:27][CH:26]=1)[CH2:18][CH2:19][CH3:20]. Product: [CH2:17]([O:21][CH2:22][CH2:23][O:24][C:25]1[CH:30]=[CH:29][C:28]([C:31]2[CH:36]=[CH:35][C:34]([N:37]3[CH2:41][CH2:40][CH2:39][CH2:38]3)=[C:33](/[C:42](/[CH3:43])=[CH:11]/[C:12]([O:14][CH2:15][CH3:16])=[O:13])[CH:32]=2)=[CH:27][CH:26]=1)[CH2:18][CH2:19][CH3:20]. The catalyst class is: 11. (5) Reactant: [N:1]([CH:4]([C:6]1[N:7]=[C:8]2[S:22][CH:21]=[C:20]([CH3:23])[N:9]2[C:10](=[O:19])[C:11]=1[C:12]1[CH:17]=[CH:16][CH:15]=[CH:14][C:13]=1[F:18])[CH3:5])=[N+]=[N-].CP(C)C. Product: [NH2:1][CH:4]([C:6]1[N:7]=[C:8]2[S:22][CH:21]=[C:20]([CH3:23])[N:9]2[C:10](=[O:19])[C:11]=1[C:12]1[CH:17]=[CH:16][CH:15]=[CH:14][C:13]=1[F:18])[CH3:5]. The catalyst class is: 7. (6) Reactant: [OH:1][C:2]1[CH:3]=[C:4]([C@@H:8]([NH:15][C:16](=[O:22])[O:17][C:18]([CH3:21])([CH3:20])[CH3:19])[C:9]2[CH:14]=[CH:13][CH:12]=[CH:11][CH:10]=2)[CH:5]=[CH:6][CH:7]=1.C(=O)([O-])[O-].[Cs+].[Cs+].[CH2:29]([O:36][C:37]([N:39]1[CH2:44][CH2:43][CH:42]([CH2:45]OS(C2C=CC(C)=CC=2)(=O)=O)[CH2:41][CH2:40]1)=[O:38])[C:30]1[CH:35]=[CH:34][CH:33]=[CH:32][CH:31]=1. Product: [C:18]([O:17][C:16]([NH:15][C@@H:8]([C:9]1[CH:14]=[CH:13][CH:12]=[CH:11][CH:10]=1)[C:4]1[CH:3]=[C:2]([CH:7]=[CH:6][CH:5]=1)[O:1][CH2:45][CH:42]1[CH2:43][CH2:44][N:39]([C:37]([O:36][CH2:29][C:30]2[CH:31]=[CH:32][CH:33]=[CH:34][CH:35]=2)=[O:38])[CH2:40][CH2:41]1)=[O:22])([CH3:19])([CH3:21])[CH3:20]. The catalyst class is: 18. (7) Reactant: [NH2:1][C:2]1[CH:3]=[C:4]([NH:8][C:9](=[O:20])[CH2:10][C:11]2[CH:16]=[CH:15][CH:14]=[C:13]([N+:17]([O-:19])=[O:18])[CH:12]=2)[CH:5]=[CH:6][CH:7]=1.Cl.[Cl:22][C:23]1[N:28]=[C:27](Cl)[C:26]([Cl:30])=[CH:25][N:24]=1.C(=O)([O-])[O-].[K+].[K+].C(N(CC)CC)C. Product: [Cl:22][C:23]1[N:28]=[C:27]([NH:1][C:2]2[CH:3]=[C:4]([NH:8][C:9](=[O:20])[CH2:10][C:11]3[CH:16]=[CH:15][CH:14]=[C:13]([N+:17]([O-:19])=[O:18])[CH:12]=3)[CH:5]=[CH:6][CH:7]=2)[C:26]([Cl:30])=[CH:25][N:24]=1. The catalyst class is: 3. (8) Reactant: [CH2:1]([C:3]1([CH2:19][CH3:20])[C:11]2[C:6](=[CH:7][CH:8]=[C:9]([N+:12]([O-])=O)[CH:10]=2)[N:5]([CH:15]([CH3:17])[CH3:16])[C:4]1=[O:18])[CH3:2]. Product: [NH2:12][C:9]1[CH:10]=[C:11]2[C:6](=[CH:7][CH:8]=1)[N:5]([CH:15]([CH3:16])[CH3:17])[C:4](=[O:18])[C:3]2([CH2:19][CH3:20])[CH2:1][CH3:2]. The catalyst class is: 541.